Dataset: Catalyst prediction with 721,799 reactions and 888 catalyst types from USPTO. Task: Predict which catalyst facilitates the given reaction. (1) Reactant: [Cl:1][C:2]1[N:7]=[C:6]([C@@:8]([NH:13][S@@:14]([C:16]([CH3:19])([CH3:18])[CH3:17])=[O:15])([CH2:10][CH2:11][OH:12])[CH3:9])[C:5]([F:20])=[CH:4][CH:3]=1.C(N(CC)CC)C.[Na+].[Cl-]. Product: [Cl:1][C:2]1[N:7]=[C:6]([C@@:8]([NH:13][S@@:14]([C:16]([CH3:19])([CH3:18])[CH3:17])=[O:15])([CH2:10][CH:11]=[O:12])[CH3:9])[C:5]([F:20])=[CH:4][CH:3]=1. The catalyst class is: 16. (2) Reactant: [NH2:1][C:2]1[C:10]2[S:9][C:8]([NH:11][C:12](=[O:22])[C:13]3[C:18]([CH3:19])=[CH:17][C:16]([CH3:20])=[CH:15][C:14]=3[CH3:21])=[N:7][C:6]=2[CH:5]=[CH:4][CH:3]=1.[CH:23](=O)[CH2:24][CH3:25].C(O[BH-](O[C:37](=O)[CH3:38])OC(=O)C)(=O)C.[Na+].Cl[CH:42](Cl)C. Product: [CH2:23]([N:1]([CH2:42][CH2:37][CH3:38])[C:2]1[C:10]2[S:9][C:8]([NH:11][C:12](=[O:22])[C:13]3[C:18]([CH3:19])=[CH:17][C:16]([CH3:20])=[CH:15][C:14]=3[CH3:21])=[N:7][C:6]=2[CH:5]=[CH:4][CH:3]=1)[CH2:24][CH3:25]. The catalyst class is: 15. (3) Reactant: [Cl:1][C:2]1[N:7]=[CH:6][N:5]=[C:4]([C:8]2[N:9](C([O-])=O)[C:10]3[C:15]([CH:16]=2)=[CH:14][CH:13]=[CH:12][CH:11]=3)[CH:3]=1. Product: [Cl:1][C:2]1[N:7]=[CH:6][N:5]=[C:4]([C:8]2[NH:9][C:10]3[C:15]([CH:16]=2)=[CH:14][CH:13]=[CH:12][CH:11]=3)[CH:3]=1. The catalyst class is: 240. (4) Reactant: CCC.[CH3:4][O:5][C:6]1[CH:11]=[CH:10][C:9]([CH:12]([NH2:15])[CH2:13][CH3:14])=[CH:8][CH:7]=1.C(=O)([O-])[O-].[Na+].[Na+].C(N1[C:31](=[O:32])[C:30]2=[CH:33][CH:34]=[CH:35][CH:36]=[C:29]2[C:28]1=[O:37])(OCC)=O. Product: [C:28]1(=[O:37])[N:15]([CH:12]([C:9]2[CH:10]=[CH:11][C:6]([O:5][CH3:4])=[CH:7][CH:8]=2)[CH2:13][CH3:14])[C:31](=[O:32])[C:30]2=[CH:33][CH:34]=[CH:35][CH:36]=[C:29]12. The catalyst class is: 192. (5) Reactant: [O:1]=[C:2]1[C:11]2[C:6](=[CH:7][CH:8]=[N:9][CH:10]=2)[NH:5][CH:4]([CH3:12])[CH2:3]1.C(N(CC)CC)C.[C:20](OC(=O)C)(=[O:22])[CH3:21]. Product: [C:20]([N:5]1[C:6]2[C:11](=[CH:10][N:9]=[CH:8][CH:7]=2)[C:2](=[O:1])[CH2:3][CH:4]1[CH3:12])(=[O:22])[CH3:21]. The catalyst class is: 4.